This data is from Full USPTO retrosynthesis dataset with 1.9M reactions from patents (1976-2016). The task is: Predict the reactants needed to synthesize the given product. Given the product [CH3:1][O:2][C:3]1[CH:4]=[C:5]([NH:15][C:16]2[N:21]=[C:20]([CH:22]([OH:24])[CH3:23])[CH:19]=[C:18]([CH:25]([O:27][CH2:28][C:29]([F:30])([F:31])[F:32])[CH3:26])[N:17]=2)[CH:6]=[CH:7][C:8]=1[N:9]1[CH:13]=[C:12]([CH3:14])[N:11]=[CH:10]1, predict the reactants needed to synthesize it. The reactants are: [CH3:1][O:2][C:3]1[CH:4]=[C:5]([NH:15][C:16]2[N:21]=[C:20]([C:22](=[O:24])[CH3:23])[CH:19]=[C:18]([CH:25]([O:27][CH2:28][C:29]([F:32])([F:31])[F:30])[CH3:26])[N:17]=2)[CH:6]=[CH:7][C:8]=1[N:9]1[CH:13]=[C:12]([CH3:14])[N:11]=[CH:10]1.[BH4-].[Na+].CC(C)=O.